This data is from Full USPTO retrosynthesis dataset with 1.9M reactions from patents (1976-2016). The task is: Predict the reactants needed to synthesize the given product. (1) Given the product [Cl:37][C:11]1[N:10]=[N:9][N:8]([C:6]2[CH:5]=[C:4]([CH3:17])[C:3]([C:18]3[C:22](=[O:23])[CH2:21][CH:20]([CH2:24][CH2:25][NH:26][C:27]([C:29]4[CH:34]=[CH:33][CH:32]=[CH:31][N:30]=4)=[O:28])[C:19]=3[O:35][CH3:36])=[C:2]([CH3:1])[CH:7]=2)[CH:12]=1, predict the reactants needed to synthesize it. The reactants are: [CH3:1][C:2]1[CH:7]=[C:6]([N:8]2[CH:12]=[C:11]([Si](C)(C)C)[N:10]=[N:9]2)[CH:5]=[C:4]([CH3:17])[C:3]=1[C:18]1[C:22](=[O:23])[CH2:21][CH:20]([CH2:24][CH2:25][NH:26][C:27]([C:29]2[CH:34]=[CH:33][CH:32]=[CH:31][N:30]=2)=[O:28])[C:19]=1[O:35][CH3:36].[Cl:37]N1C(=O)CCC1=O. (2) Given the product [CH2:1]([O:5][CH2:6][CH2:7][O:8][C:9]1[CH:10]=[CH:11][C:12]([C:15]2[CH:16]=[CH:17][C:18]3[N:24]([S:37]([CH3:36])(=[O:39])=[O:38])[CH2:23][CH2:22][C:21]([C:25]([O:27][CH3:28])=[O:26])=[CH:20][C:19]=3[CH:29]=2)=[CH:13][CH:14]=1)[CH2:2][CH2:3][CH3:4], predict the reactants needed to synthesize it. The reactants are: [CH2:1]([O:5][CH2:6][CH2:7][O:8][C:9]1[CH:14]=[CH:13][C:12]([C:15]2[CH:16]=[CH:17][C:18]3[NH:24][CH2:23][CH2:22][C:21]([C:25]([O:27][CH3:28])=[O:26])=[CH:20][C:19]=3[CH:29]=2)=[CH:11][CH:10]=1)[CH2:2][CH2:3][CH3:4].N1C=CC=CC=1.[CH3:36][S:37](O[S:37]([CH3:36])(=[O:39])=[O:38])(=[O:39])=[O:38].O. (3) Given the product [C:1]([O:5][C:6]([N:8]1[CH2:11][CH2:10][C@@H:9]1[CH2:12][O:13][S:26]([C:23]1[CH:24]=[CH:25][C:20]([CH3:30])=[CH:21][CH:22]=1)(=[O:28])=[O:27])=[O:7])([CH3:4])([CH3:3])[CH3:2], predict the reactants needed to synthesize it. The reactants are: [C:1]([O:5][C:6]([N:8]1[CH2:11][CH2:10][C@@H:9]1[CH2:12][OH:13])=[O:7])([CH3:4])([CH3:3])[CH3:2].N1C=CC=CC=1.[C:20]1([CH3:30])[CH:25]=[CH:24][C:23]([S:26](Cl)(=[O:28])=[O:27])=[CH:22][CH:21]=1.O. (4) Given the product [C:29]([OH:36])(=[O:35])/[CH:30]=[CH:31]/[C:32]([OH:34])=[O:33].[CH2:1]([O:3][C:4]1[CH:17]=[C:16]2[C:7]([C:8]([C:19]3[CH:20]=[N:21][C:22]([O:25][CH3:26])=[CH:23][CH:24]=3)=[N:9][C@H:10]3[C@@H:15]2[CH2:14][C@H:13]([OH:18])[CH2:12][CH2:11]3)=[CH:6][C:5]=1[O:27][CH3:28])[CH3:2], predict the reactants needed to synthesize it. The reactants are: [CH2:1]([O:3][C:4]1[CH:17]=[C:16]2[C:7]([C:8]([C:19]3[CH:20]=[N:21][C:22]([O:25][CH3:26])=[CH:23][CH:24]=3)=[N:9][C@H:10]3[C@@H:15]2[CH2:14][C@H:13]([OH:18])[CH2:12][CH2:11]3)=[CH:6][C:5]=1[O:27][CH3:28])[CH3:2].[C:29]([OH:36])(=[O:35])/[CH:30]=[CH:31]/[C:32]([OH:34])=[O:33]. (5) Given the product [Cl:16][C:17]1[CH:18]=[C:19]([NH:23][C:24]([N:7]2[CH:2]([CH3:1])[CH2:3][C:4]3[NH:10][N:9]=[C:8]([C:11]4[CH:15]=[CH:14][S:13][CH:12]=4)[C:5]=3[CH2:6]2)=[O:25])[CH:20]=[CH:21][CH:22]=1, predict the reactants needed to synthesize it. The reactants are: [CH3:1][CH:2]1[NH:7][CH2:6][C:5]2[C:8]([C:11]3[CH:15]=[CH:14][S:13][CH:12]=3)=[N:9][NH:10][C:4]=2[CH2:3]1.[Cl:16][C:17]1[CH:18]=[C:19]([NH:23][C:24](=O)[O:25]C2C=CC=CC=2)[CH:20]=[CH:21][CH:22]=1.O. (6) Given the product [CH3:45][O:44][C:41]1[CH:42]=[CH:43][C:38]([N:53]2[CH2:54][CH2:55][N:50]([CH3:49])[CH2:51][CH2:52]2)=[CH:39][C:40]=1[N+:46]([O-:48])=[O:47], predict the reactants needed to synthesize it. The reactants are: C1(P(C2CCCCC2)C2C=CC=CC=2C2C=CC=CC=2N(C)C)CCCCC1.[O-]P([O-])([O-])=O.[K+].[K+].[K+].Br[C:38]1[CH:43]=[CH:42][C:41]([O:44][CH3:45])=[C:40]([N+:46]([O-:48])=[O:47])[CH:39]=1.[CH3:49][N:50]1[CH2:55][CH2:54][NH:53][CH2:52][CH2:51]1. (7) Given the product [CH:7](=[C:8]1[CH2:13][CH2:12][N:11]([C:14]([O:16][C:17]([CH3:20])([CH3:19])[CH3:18])=[O:15])[CH2:10][CH2:9]1)[C:21]#[C:22][CH2:23][CH2:24][CH2:25][CH3:26], predict the reactants needed to synthesize it. The reactants are: C(N)CCC.Br[CH:7]=[C:8]1[CH2:13][CH2:12][N:11]([C:14]([O:16][C:17]([CH3:20])([CH3:19])[CH3:18])=[O:15])[CH2:10][CH2:9]1.[CH:21]#[C:22][CH2:23][CH2:24][CH2:25][CH3:26]. (8) Given the product [N:27]1[C:28]2[C:33](=[CH:32][CH:31]=[CH:30][CH:29]=2)[CH:34]=[CH:35][C:26]=1[N:20]1[CH2:25][CH2:24][N:23]([CH2:2][CH2:3][CH2:4][CH2:5][C:6]([NH:8][C:9]2[CH2:14][CH2:13][CH2:12][CH2:11][C:10]=2[C:15]([O:17][CH2:18][CH3:19])=[O:16])=[O:7])[CH2:22][CH2:21]1, predict the reactants needed to synthesize it. The reactants are: Br[CH2:2][CH2:3][CH2:4][CH2:5][C:6]([NH:8][C:9]1[CH2:14][CH2:13][CH2:12][CH2:11][C:10]=1[C:15]([O:17][CH2:18][CH3:19])=[O:16])=[O:7].[N:20]1([C:26]2[CH:35]=[CH:34][C:33]3[C:28](=[CH:29][CH:30]=[CH:31][CH:32]=3)[N:27]=2)[CH2:25][CH2:24][NH:23][CH2:22][CH2:21]1.C(N(CC)CC)C. (9) The reactants are: [Cl:1][C:2]1[CH:7]=[CH:6][C:5]([NH:8][C:9](=[O:27])[CH2:10][CH2:11][C:12]2[CH:17]=[CH:16][C:15]([O:18][C:19]3[CH:24]=[CH:23][N:22]=[C:21]([C:25]#[N:26])[CH:20]=3)=[CH:14][CH:13]=2)=[CH:4][C:3]=1[C:28]([F:31])([F:30])[F:29].C[O-].[Na+].[Cl-].[NH4+:36]. Given the product [NH2:26][C:25](=[NH:36])[C:21]1[CH:20]=[C:19]([O:18][C:15]2[CH:16]=[CH:17][C:12]([CH2:11][CH2:10][C:9]([NH:8][C:5]3[CH:6]=[CH:7][C:2]([Cl:1])=[C:3]([C:28]([F:31])([F:29])[F:30])[CH:4]=3)=[O:27])=[CH:13][CH:14]=2)[CH:24]=[CH:23][N:22]=1, predict the reactants needed to synthesize it. (10) Given the product [C:13]([O:12][C:10]([C:5]12[CH2:4][CH2:3][C:2]([NH:1][CH2:18][C:19]([N:21]3[CH2:25][CH2:24][CH2:23][C@H:22]3[C:26]#[N:27])=[O:20])([CH2:9][CH2:8]1)[CH2:7][CH2:6]2)=[O:11])([CH3:16])([CH3:15])[CH3:14], predict the reactants needed to synthesize it. The reactants are: [NH2:1][C:2]12[CH2:9][CH2:8][C:5]([C:10]([O:12][C:13]([CH3:16])([CH3:15])[CH3:14])=[O:11])([CH2:6][CH2:7]1)[CH2:4][CH2:3]2.Br[CH2:18][C:19]([N:21]1[CH2:25][CH2:24][CH2:23][C@H:22]1[C:26]#[N:27])=[O:20].